The task is: Regression. Given two drug SMILES strings and cell line genomic features, predict the synergy score measuring deviation from expected non-interaction effect.. This data is from NCI-60 drug combinations with 297,098 pairs across 59 cell lines. (1) Drug 1: CC=C1C(=O)NC(C(=O)OC2CC(=O)NC(C(=O)NC(CSSCCC=C2)C(=O)N1)C(C)C)C(C)C. Synergy scores: CSS=19.5, Synergy_ZIP=4.10, Synergy_Bliss=-0.00420, Synergy_Loewe=-57.6, Synergy_HSA=-7.76. Drug 2: CN(C(=O)NC(C=O)C(C(C(CO)O)O)O)N=O. Cell line: M14. (2) Drug 1: C1C(C(OC1N2C=C(C(=O)NC2=O)F)CO)O. Drug 2: CNC(=O)C1=NC=CC(=C1)OC2=CC=C(C=C2)NC(=O)NC3=CC(=C(C=C3)Cl)C(F)(F)F. Cell line: HOP-62. Synergy scores: CSS=24.5, Synergy_ZIP=-0.526, Synergy_Bliss=1.22, Synergy_Loewe=-17.1, Synergy_HSA=-0.521. (3) Drug 1: CN(C(=O)NC(C=O)C(C(C(CO)O)O)O)N=O. Drug 2: C1C(C(OC1N2C=NC3=C2NC=NCC3O)CO)O. Cell line: OVCAR3. Synergy scores: CSS=58.4, Synergy_ZIP=3.30, Synergy_Bliss=3.99, Synergy_Loewe=3.04, Synergy_HSA=4.04. (4) Drug 1: CS(=O)(=O)CCNCC1=CC=C(O1)C2=CC3=C(C=C2)N=CN=C3NC4=CC(=C(C=C4)OCC5=CC(=CC=C5)F)Cl. Drug 2: C1CN(P(=O)(OC1)NCCCl)CCCl. Cell line: MCF7. Synergy scores: CSS=-0.804, Synergy_ZIP=-0.460, Synergy_Bliss=-1.98, Synergy_Loewe=-2.42, Synergy_HSA=-2.99. (5) Drug 1: C1=CC=C(C=C1)NC(=O)CCCCCCC(=O)NO. Drug 2: CC1CCCC2(C(O2)CC(NC(=O)CC(C(C(=O)C(C1O)C)(C)C)O)C(=CC3=CSC(=N3)C)C)C. Cell line: SF-295. Synergy scores: CSS=37.3, Synergy_ZIP=-0.624, Synergy_Bliss=0.273, Synergy_Loewe=-13.4, Synergy_HSA=0.607. (6) Synergy scores: CSS=40.7, Synergy_ZIP=0.0919, Synergy_Bliss=1.61, Synergy_Loewe=-15.0, Synergy_HSA=1.77. Cell line: OVCAR-8. Drug 2: CC12CCC3C(C1CCC2O)C(CC4=C3C=CC(=C4)O)CCCCCCCCCS(=O)CCCC(C(F)(F)F)(F)F. Drug 1: CCC1=CC2CC(C3=C(CN(C2)C1)C4=CC=CC=C4N3)(C5=C(C=C6C(=C5)C78CCN9C7C(C=CC9)(C(C(C8N6C)(C(=O)OC)O)OC(=O)C)CC)OC)C(=O)OC.C(C(C(=O)O)O)(C(=O)O)O. (7) Drug 1: CC1=C2C(C(=O)C3(C(CC4C(C3C(C(C2(C)C)(CC1OC(=O)C(C(C5=CC=CC=C5)NC(=O)OC(C)(C)C)O)O)OC(=O)C6=CC=CC=C6)(CO4)OC(=O)C)OC)C)OC. Drug 2: CC1=C(C(=CC=C1)Cl)NC(=O)C2=CN=C(S2)NC3=CC(=NC(=N3)C)N4CCN(CC4)CCO. Cell line: M14. Synergy scores: CSS=36.3, Synergy_ZIP=2.39, Synergy_Bliss=-7.23, Synergy_Loewe=-23.4, Synergy_HSA=-7.03.